Task: Predict the reaction yield, written as a fraction of the theoretical maximum amount of product (1.0 means a 100% yield; for example, 0.34 means a 34% yield).. Dataset: Reaction yield outcomes from USPTO patents with 853,638 reactions (1) The reactants are [CH3:1][C:2]1[N:7]=[C:6]([SH:8])[N:5]=[C:4]([OH:9])[CH:3]=1.C(=O)([O-])[O-].[K+].[K+].Br[CH2:17][C:18]1[C:19]([CH2:25][CH3:26])=[N:20][CH:21]=[CH:22][C:23]=1[Cl:24]. The catalyst is CN(C=O)C. The product is [Cl:24][C:23]1[CH:22]=[CH:21][N:20]=[C:19]([CH2:25][CH3:26])[C:18]=1[CH2:17][S:8][C:6]1[N:5]=[C:4]([OH:9])[CH:3]=[C:2]([CH3:1])[N:7]=1. The yield is 0.130. (2) The product is [CH2:1]([N:8]1[CH2:9][CH2:10][CH:11]([N:14]2[C:36](=[O:37])[C:35]([CH2:34][C:31]3[CH:32]=[CH:33][C:28]([C:23]4[C:22]([C:20]#[N:21])=[CH:27][CH:26]=[CH:25][CH:24]=4)=[CH:29][CH:30]=3)=[C:41]([CH2:42][CH2:43][CH3:44])[N:19]3[N:18]=[CH:17][N:16]=[C:15]23)[CH2:12][CH2:13]1)[C:2]1[CH:7]=[CH:6][CH:5]=[CH:4][CH:3]=1. The yield is 0.300. The reactants are [CH2:1]([N:8]1[CH2:13][CH2:12][CH:11]([NH:14][C:15]2[NH:19][N:18]=[CH:17][N:16]=2)[CH2:10][CH2:9]1)[C:2]1[CH:7]=[CH:6][CH:5]=[CH:4][CH:3]=1.[C:20]([C:22]1[CH:27]=[CH:26][CH:25]=[CH:24][C:23]=1[C:28]1[CH:33]=[CH:32][C:31]([CH2:34][CH:35]([C:41](=O)[CH2:42][CH2:43][CH3:44])[C:36](OCC)=[O:37])=[CH:30][CH:29]=1)#[N:21]. The catalyst is ClC1C=CC(Cl)=CC=1Cl. (3) The reactants are I[C:2]1[CH:7]=[CH:6][C:5]([C:8]2[CH:13]=[CH:12][C:11](I)=[CH:10][CH:9]=2)=[CH:4][CH:3]=1.[CH3:15][C:16]([CH3:50])([CH3:49])[C:17]([O:19][CH2:20][C@@H:21]1[C@@H:26]([O:27][C:28](=[O:33])[C:29]([CH3:32])([CH3:31])[CH3:30])[C@H:25]([O:34][C:35](=[O:40])[C:36]([CH3:39])([CH3:38])[CH3:37])[C@H:24]([O:41][C:42](=[O:47])[C:43]([CH3:46])([CH3:45])[CH3:44])[C@@H:23](Br)[O:22]1)=[O:18].Cl. The catalyst is CCCCCC.CCCCCCC.C(OCCCC)CCC.C1(C)C=CC=CC=1.C(OCCCC)CCC.[Zn+2].[Br-].[Br-].[Li+].[Br-]. The product is [CH3:15][C:16]([CH3:50])([CH3:49])[C:17]([O:19][CH2:20][C@@H:21]1[C@@H:26]([O:27][C:28](=[O:33])[C:29]([CH3:32])([CH3:31])[CH3:30])[C@H:25]([O:34][C:35](=[O:40])[C:36]([CH3:39])([CH3:38])[CH3:37])[C@H:24]([O:41][C:42](=[O:47])[C:43]([CH3:46])([CH3:45])[CH3:44])[C@@H:23]([C:2]2[CH:7]=[CH:6][C:5]([C:8]3[CH:13]=[CH:12][C:11]([C@@H:23]4[C@@H:24]([O:41][C:42](=[O:47])[C:43]([CH3:46])([CH3:45])[CH3:44])[C@@H:25]([O:34][C:35](=[O:40])[C:36]([CH3:37])([CH3:38])[CH3:39])[C@H:26]([O:27][C:28](=[O:33])[C:29]([CH3:32])([CH3:31])[CH3:30])[C@@H:21]([CH2:20][O:19][C:17](=[O:18])[C:16]([CH3:50])([CH3:49])[CH3:15])[O:22]4)=[CH:10][CH:9]=3)=[CH:4][CH:3]=2)[O:22]1)=[O:18]. The yield is 0.200. (4) The reactants are [CH3:1][O:2][C:3]1[CH:4]=[C:5]2[C:10](=[CH:11][C:12]=1[O:13][CH3:14])[N:9]=[CH:8][CH:7]=[C:6]2[O:15][C:16]1[CH:22]=[CH:21][C:19]([NH2:20])=[CH:18][C:17]=1[F:23].C(O)C.[Cl:27][C:28]1[CH:33]=[CH:32][CH:31]=[CH:30][C:29]=1[C:34]([N:36]=[C:37]=[S:38])=[O:35]. The catalyst is C1(C)C=CC=CC=1. The product is [Cl:27][C:28]1[CH:33]=[CH:32][CH:31]=[CH:30][C:29]=1[C:34]([NH:36][C:37]([NH:20][C:19]1[CH:21]=[CH:22][C:16]([O:15][C:6]2[C:5]3[C:10](=[CH:11][C:12]([O:13][CH3:14])=[C:3]([O:2][CH3:1])[CH:4]=3)[N:9]=[CH:8][CH:7]=2)=[C:17]([F:23])[CH:18]=1)=[S:38])=[O:35]. The yield is 0.750. (5) The reactants are [OH:1][CH2:2][C:3]([C:5]1[CH:10]=[CH:9][CH:8]=[CH:7][CH:6]=1)=O.[O-:11][C:12]#[N:13].[K+].C(O)(=O)C.O. The catalyst is C(O)(C)C. The product is [C:5]1([C:3]2[NH:13][C:12](=[O:11])[O:1][CH:2]=2)[CH:10]=[CH:9][CH:8]=[CH:7][CH:6]=1. The yield is 0.409.